Dataset: Forward reaction prediction with 1.9M reactions from USPTO patents (1976-2016). Task: Predict the product of the given reaction. (1) Given the reactants C(=[N:14][C@@H:15]([CH2:19][CH:20]([CH3:23])[CH2:21][CH3:22])[C:16]([OH:18])=[O:17])(C1C=CC=CC=1)C1C=CC=CC=1.[ClH:24].O1CC[CH2:27][CH2:26]1, predict the reaction product. The product is: [ClH:24].[CH2:26]([O:18][C:16](=[O:17])[C@@H:15]([NH2:14])[CH2:19][CH:20]([CH3:23])[CH2:21][CH3:22])[CH3:27]. (2) Given the reactants I[C:2]1[C:3]([C:17]([O:19][CH2:20][CH3:21])=[O:18])=[N:4][N:5]([CH2:8][C:9]2[CH:14]=[CH:13][C:12]([O:15][CH3:16])=[CH:11][CH:10]=2)[C:6]=1[CH3:7].[Cl:22][C:23]1[CH:30]=[CH:29][C:26]([CH:27]=[O:28])=[CH:25][CH:24]=1, predict the reaction product. The product is: [Cl:22][C:23]1[CH:30]=[CH:29][C:26]([CH:27]([OH:28])[C:2]2[C:3]([C:17]([O:19][CH2:20][CH3:21])=[O:18])=[N:4][N:5]([CH2:8][C:9]3[CH:14]=[CH:13][C:12]([O:15][CH3:16])=[CH:11][CH:10]=3)[C:6]=2[CH3:7])=[CH:25][CH:24]=1. (3) The product is: [NH2:1][C:2]1[C:7]([F:8])=[C:6]([C:18]2[CH:19]=[CH:20][C:15]([Cl:14])=[C:16]([F:24])[CH:17]=2)[N:5]=[C:4]([C:10]([O:12][CH3:13])=[O:11])[CH:3]=1. Given the reactants [NH2:1][C:2]1[C:7]([F:8])=[C:6](Cl)[N:5]=[C:4]([C:10]([O:12][CH3:13])=[O:11])[CH:3]=1.[Cl:14][C:15]1[CH:20]=[CH:19][C:18](B(O)O)=[CH:17][C:16]=1[F:24].[F-].[Cs+], predict the reaction product. (4) Given the reactants [CH2:1]([C:3]1[NH:4][CH:5]=[CH:6][C:7](=[O:10])[C:8]=1[OH:9])[CH3:2].[OH-].[Na+].C([O-])(O)=O.[Na+].[F:18][C:19]([F:24])([F:23])[CH:20](O)[OH:21], predict the reaction product. The product is: [CH2:1]([C:3]1[NH:4][CH:5]=[C:6]([CH:20]([OH:21])[C:19]([F:24])([F:23])[F:18])[C:7](=[O:10])[C:8]=1[OH:9])[CH3:2]. (5) Given the reactants [NH2:1][C:2]1[C:7]([CH3:8])=[CH:6][C:5]([OH:9])=[C:4]([CH3:10])[CH:3]=1.[C:11](O[C:11]([O:13][C:14]([CH3:17])([CH3:16])[CH3:15])=[O:12])([O:13][C:14]([CH3:17])([CH3:16])[CH3:15])=[O:12], predict the reaction product. The product is: [OH:9][C:5]1[C:4]([CH3:10])=[CH:3][C:2]([NH:1][C:11](=[O:12])[O:13][C:14]([CH3:17])([CH3:16])[CH3:15])=[C:7]([CH3:8])[CH:6]=1.